Dataset: Forward reaction prediction with 1.9M reactions from USPTO patents (1976-2016). Task: Predict the product of the given reaction. (1) The product is: [Cl:1][C:2]1[CH:8]=[C:7]([Cl:9])[CH:6]=[CH:5][C:3]=1[NH:4][C:21]1[CH:22]=[CH:23][C:18]([C:16]#[N:17])=[N:19][CH:20]=1. Given the reactants [Cl:1][C:2]1[CH:8]=[C:7]([Cl:9])[CH:6]=[CH:5][C:3]=1[NH2:4].CC(C)([O-])C.[K+].[C:16]([C:18]1[CH:23]=[CH:22][C:21](F)=[CH:20][N:19]=1)#[N:17], predict the reaction product. (2) Given the reactants [Br:1][C:2]1[CH:12]=[CH:11][C:5]([O:6][CH2:7][C:8]([NH2:10])=[O:9])=[C:4]([C:13]#[N:14])[CH:3]=1.N1CCC[CH2:17][CH2:16]1.[NH2:21][C:22]1[CH:27]=[CH:26][CH:25]=[CH:24][CH:23]=1, predict the reaction product. The product is: [Br:1][C:2]1[CH:12]=[CH:11][C:5]2[O:6][C:7]3[C:8](=[O:9])[NH:10][C:16]([CH2:17][NH:21][C:22]4[CH:27]=[CH:26][CH:25]=[CH:24][CH:23]=4)=[N:14][C:13]=3[C:4]=2[CH:3]=1. (3) Given the reactants Br[CH2:2][C:3]1[C:4]([F:15])=[CH:5][CH:6]=[C:7]2[C:12]=1[N:11]=[C:10]([O:13][CH3:14])[CH:9]=[N:8]2.[C-:16]#[N:17].[K+], predict the reaction product. The product is: [F:15][C:4]1[C:3]([CH2:2][C:16]#[N:17])=[C:12]2[C:7](=[CH:6][CH:5]=1)[N:8]=[CH:9][C:10]([O:13][CH3:14])=[N:11]2. (4) Given the reactants Br[C:2]1[S:3][CH:4]=[CH:5][N:6]=1.[C:7]([O:11][C:12]([N:14]1[CH2:21][CH:20]2[CH:16]([CH2:17][NH:18][CH2:19]2)[CH2:15]1)=[O:13])([CH3:10])([CH3:9])[CH3:8], predict the reaction product. The product is: [C:7]([O:11][C:12]([N:14]1[CH2:15][CH:16]2[CH:20]([CH2:19][N:18]([C:2]3[S:3][CH:4]=[CH:5][N:6]=3)[CH2:17]2)[CH2:21]1)=[O:13])([CH3:10])([CH3:8])[CH3:9].